This data is from Peptide-MHC class II binding affinity with 134,281 pairs from IEDB. The task is: Regression. Given a peptide amino acid sequence and an MHC pseudo amino acid sequence, predict their binding affinity value. This is MHC class II binding data. (1) The peptide sequence is HYLKAKEYSHCAWTI. The MHC is DRB1_0404 with pseudo-sequence DRB1_0404. The binding affinity (normalized) is 0.131. (2) The MHC is DRB1_1101 with pseudo-sequence DRB1_1101. The binding affinity (normalized) is 0.544. The peptide sequence is MDVNPTLLFLKVPAQ. (3) The peptide sequence is DLRYHAPIYGAVHPR. The MHC is H-2-IAb with pseudo-sequence H-2-IAb. The binding affinity (normalized) is 0.514. (4) The MHC is DRB1_1302 with pseudo-sequence DRB1_1302. The binding affinity (normalized) is 0.0400. The peptide sequence is SLGEAWTGGGSDKAL. (5) The peptide sequence is LELCFKLSVKMHEDV. The MHC is DRB1_0101 with pseudo-sequence DRB1_0101. The binding affinity (normalized) is 0.630. (6) The peptide sequence is IVLASAALGPLIEGN. The MHC is HLA-DQA10201-DQB10402 with pseudo-sequence HLA-DQA10201-DQB10402. The binding affinity (normalized) is 0.440. (7) The peptide sequence is SVKRSNGSAEVHRGA. The MHC is HLA-DQA10104-DQB10503 with pseudo-sequence HLA-DQA10104-DQB10503. The binding affinity (normalized) is 0. (8) The peptide sequence is AGSYAADLGYGPATP. The MHC is DRB3_0101 with pseudo-sequence DRB3_0101. The binding affinity (normalized) is 0.648. (9) The peptide sequence is INEPTPAAIAYGLDR. The MHC is HLA-DQA10102-DQB10602 with pseudo-sequence HLA-DQA10102-DQB10602. The binding affinity (normalized) is 0.564.